The task is: Predict the product of the given reaction.. This data is from Forward reaction prediction with 1.9M reactions from USPTO patents (1976-2016). (1) Given the reactants [NH2:1][C:2]1[CH:30]=[CH:29][C:5]([O:6][C:7]2[N:12]=[CH:11][N:10]=[C:9]([NH:13][C:14](=[O:28])[N:15]([CH:17]3[CH2:22][CH2:21][N:20]([CH2:23][CH2:24][N:25]([CH3:27])[CH3:26])[CH2:19][CH2:18]3)[CH3:16])[CH:8]=2)=[C:4]([F:31])[CH:3]=1.[C@]12(CS(O)(=O)=O)C(C)(C)C(CC1)CC2=O.[C:47]1([CH2:53][C:54]([N:56]=[C:57]=[S:58])=[O:55])[CH:52]=[CH:51][CH:50]=[CH:49][CH:48]=1.CCCCCC, predict the reaction product. The product is: [CH3:26][N:25]([CH3:27])[CH2:24][CH2:23][N:20]1[CH2:21][CH2:22][CH:17]([N:15]([CH3:16])[C:14]([NH:13][C:9]2[CH:8]=[C:7]([O:6][C:5]3[CH:29]=[CH:30][C:2]([NH:1][C:57]([NH:56][C:54](=[O:55])[CH2:53][C:47]4[CH:48]=[CH:49][CH:50]=[CH:51][CH:52]=4)=[S:58])=[CH:3][C:4]=3[F:31])[N:12]=[CH:11][N:10]=2)=[O:28])[CH2:18][CH2:19]1. (2) The product is: [Cl:12][CH2:13][CH2:14][CH2:15][O:16][C:17]1[CH:22]=[CH:21][C:20]([C:23]2[S:25][C:6]3[CH2:5][CH:4]([C:8]([O:10][CH3:11])=[O:9])[CH2:3][C:2]=3[N:24]=2)=[CH:19][CH:18]=1. Given the reactants Br[CH:2]1[C:6](=O)[CH2:5][CH:4]([C:8]([O:10][CH3:11])=[O:9])[CH2:3]1.[Cl:12][CH2:13][CH2:14][CH2:15][O:16][C:17]1[CH:22]=[CH:21][C:20]([C:23](=[S:25])[NH2:24])=[CH:19][CH:18]=1, predict the reaction product. (3) Given the reactants [NH2:1][C@H:2]([C:4]([OH:6])=[O:5])[CH3:3].C(N(CC)CC)C.C[Si](Cl)(C)C.[CH:19]1([C:24](Cl)=[O:25])[CH2:23][CH2:22][CH2:21][CH2:20]1, predict the reaction product. The product is: [CH:19]1([C:24]([NH:1][C@H:2]([C:4]([OH:6])=[O:5])[CH3:3])=[O:25])[CH2:23][CH2:22][CH2:21][CH2:20]1. (4) Given the reactants [NH2:1][C:2]1[CH:3]=[C:4]2[C:9](=[CH:10][CH:11]=1)[CH:8]=[C:7]([S:12]([OH:15])(=[O:14])=[O:13])[CH:6]=[CH:5]2.[OH-].[Na+].OS(O)(=O)=O.[N:23]([O-])=O.[Na+].Cl[Sn]Cl, predict the reaction product. The product is: [NH:1]([C:2]1[CH:3]=[C:4]2[C:9](=[CH:10][CH:11]=1)[CH:8]=[C:7]([S:12]([OH:15])(=[O:13])=[O:14])[CH:6]=[CH:5]2)[NH2:23]. (5) Given the reactants [Cl:1][C:2]1[CH:3]=[C:4]([N:9]2[C:13]([C:14]3[CH:19]=[CH:18][CH:17]=[CH:16][CH:15]=3)=[CH:12][NH:11][C:10]2=[O:20])[CH:5]=[CH:6][C:7]=1[Cl:8].BrBr.[F:23][C:24]1[CH:31]=[CH:30][C:27]([CH2:28][NH2:29])=[CH:26][CH:25]=1, predict the reaction product. The product is: [Cl:1][C:2]1[CH:3]=[C:4]([N:9]2[CH:13]([C:14]3[CH:19]=[CH:18][CH:17]=[CH:16][CH:15]=3)[C:12]([NH:29][CH2:28][C:27]3[CH:30]=[CH:31][C:24]([F:23])=[CH:25][CH:26]=3)=[N:11][C:10]2=[O:20])[CH:5]=[CH:6][C:7]=1[Cl:8]. (6) Given the reactants C([O:3][C:4](=O)[CH2:5][NH:6][C:7]([O:9][C:10]([CH3:13])([CH3:12])[CH3:11])=[O:8])C.[NH2:15][NH2:16], predict the reaction product. The product is: [C:10]([O:9][C:7](=[O:8])[NH:6][CH2:5][C:4]([NH:15][NH2:16])=[O:3])([CH3:13])([CH3:12])[CH3:11]. (7) Given the reactants [C:1]([NH:8][N:9]1[C:15](=[O:16])[CH2:14][C:13]2[CH:17]=[CH:18][CH:19]=[CH:20][C:12]=2[C:11]2[CH:21]=[CH:22][CH:23]=[CH:24][C:10]1=2)([O:3][C:4]([CH3:7])([CH3:6])[CH3:5])=[O:2].I[CH2:26][CH:27]([CH3:29])[CH3:28], predict the reaction product. The product is: [C:1]([NH:8][N:9]1[C:15](=[O:16])[CH:14]([CH2:26][CH:27]([CH3:29])[CH3:28])[C:13]2[CH:17]=[CH:18][CH:19]=[CH:20][C:12]=2[C:11]2[CH:21]=[CH:22][CH:23]=[CH:24][C:10]1=2)([O:3][C:4]([CH3:7])([CH3:6])[CH3:5])=[O:2].